Dataset: Reaction yield outcomes from USPTO patents with 853,638 reactions. Task: Predict the reaction yield, written as a fraction of the theoretical maximum amount of product (1.0 means a 100% yield; for example, 0.34 means a 34% yield). (1) The reactants are S([O-])([O-])=O.[Na+].[Na+].[NH2:7][C:8]1[N:13]=[C:12]([NH2:14])[C:11]([O:15][C:16]2[C:17]([CH:28]([CH3:30])[CH3:29])=[CH:18][C:19]([O:26][CH3:27])=[C:20]([S:22](Cl)(=[O:24])=[O:23])[CH:21]=2)=[CH:10][N:9]=1.C(=O)(O)[O-].[Na+].[CH2:36](I)[CH3:37]. The catalyst is O.O1CCOCC1. The product is [CH2:36]([S:22]([C:20]1[C:19]([O:26][CH3:27])=[CH:18][C:17]([CH:28]([CH3:30])[CH3:29])=[C:16]([CH:21]=1)[O:15][C:11]1[C:12]([NH2:14])=[N:13][C:8]([NH2:7])=[N:9][CH:10]=1)(=[O:24])=[O:23])[CH3:37]. The yield is 0.200. (2) The reactants are [NH2:1][C:2]1[N:7]=[CH:6][N:5]=[C:4]2[N:8]([C@H:20]([C:22]3[O:23][C:24]4[C:29]([C:30](=[O:39])[C:31]=3[C:32]3[CH:37]=[CH:36][CH:35]=[C:34]([F:38])[CH:33]=3)=[C:28]([F:40])[CH:27]=[CH:26][CH:25]=4)[CH3:21])[N:9]=[C:10]([C:11]3[CH:16]=[CH:15][C:14]([O:17][CH3:18])=[C:13]([NH2:19])[CH:12]=3)[C:3]=12.N1C=CC=CC=1.[CH3:47][S:48](Cl)(=[O:50])=[O:49]. The catalyst is ClCCl. The product is [NH2:1][C:2]1[N:7]=[CH:6][N:5]=[C:4]2[N:8]([C@H:20]([C:22]3[O:23][C:24]4[C:29]([C:30](=[O:39])[C:31]=3[C:32]3[CH:37]=[CH:36][CH:35]=[C:34]([F:38])[CH:33]=3)=[C:28]([F:40])[CH:27]=[CH:26][CH:25]=4)[CH3:21])[N:9]=[C:10]([C:11]3[CH:16]=[CH:15][C:14]([O:17][CH3:18])=[C:13]([NH:19][S:48]([CH3:47])(=[O:50])=[O:49])[CH:12]=3)[C:3]=12. The yield is 0.420. (3) The reactants are [CH3:1][O:2][C:3]([C:5]1[NH:6][C:7](=[S:17])[NH:8][C:9]=1[C:10]1[CH:15]=[CH:14][C:13]([F:16])=[CH:12][CH:11]=1)=[O:4].[C:18]([O-])([O-])=O.[K+].[K+].CI. The catalyst is CO. The product is [CH3:1][O:2][C:3]([C:5]1[N:6]=[C:7]([S:17][CH3:18])[NH:8][C:9]=1[C:10]1[CH:15]=[CH:14][C:13]([F:16])=[CH:12][CH:11]=1)=[O:4]. The yield is 1.00. (4) The reactants are [OH:1][C:2]1[CH:7]=[CH:6][C:5]([C:8](=O)[CH3:9])=[CH:4][C:3]=1[O:11][CH3:12].[CH3:13][C:14]([S@:17]([NH-:19])=[O:18])([CH3:16])[CH3:15].[BH4-].[Na+]. The catalyst is C1COCC1.[O-]CC.[Ti+4].[O-]CC.[O-]CC.[O-]CC. The product is [OH:1][C:2]1[CH:7]=[CH:6][C:5]([C@H:8]([NH:19][S@@:17]([C:14]([CH3:16])([CH3:15])[CH3:13])=[O:18])[CH3:9])=[CH:4][C:3]=1[O:11][CH3:12]. The yield is 0.500. (5) The yield is 0.210. The product is [ClH:1].[ClH:1].[F:41][C:42]1[CH:76]=[C:75]([NH:77][C:78]([NH:80][C:81](=[O:89])[CH2:82][C:83]2[CH:84]=[CH:85][CH:86]=[CH:87][CH:88]=2)=[S:79])[CH:74]=[CH:73][C:43]=1[O:44][C:45]1[CH:50]=[CH:49][N:48]=[C:47]2[CH:51]=[C:52]([C:54]3[CH:55]=[CH:56][C:57]([N:60]4[CH2:65][CH2:64][NH:63][CH2:62][CH2:61]4)=[CH:58][CH:59]=3)[S:53][C:46]=12. No catalyst specified. The reactants are [ClH:1].FC1C=C(NC(NC(=O)CC2C=CC=CC=2)=S)C=CC=1OC1C=CN=C2C=C(C(NC[C@H]3CCNC3)=O)SC=12.[F:41][C:42]1[CH:76]=[C:75]([NH:77][C:78]([NH:80][C:81](=[O:89])[CH2:82][C:83]2[CH:88]=[CH:87][CH:86]=[CH:85][CH:84]=2)=[S:79])[CH:74]=[CH:73][C:43]=1[O:44][C:45]1[CH:50]=[CH:49][N:48]=[C:47]2[CH:51]=[C:52]([C:54]3[CH:59]=[CH:58][C:57]([N:60]4[CH2:65][CH2:64][N:63](C(OC(C)(C)C)=O)[CH2:62][CH2:61]4)=[CH:56][CH:55]=3)[S:53][C:46]=12. (6) The reactants are [CH2:1]([O:8][C:9]1[C:13]([O:14][CH2:15][C:16]2[CH:21]=[CH:20][CH:19]=[CH:18][CH:17]=2)=[C:12]([C:22](=[O:26])[N:23]([CH3:25])[CH3:24])[N:11]([C:27]2[CH:32]=[CH:31][C:30]([OH:33])=[CH:29][CH:28]=2)[C:10]=1[C:34]([O:36][CH2:37][CH3:38])=[O:35])[C:2]1[CH:7]=[CH:6][CH:5]=[CH:4][CH:3]=1.Cl.Cl[CH2:41][CH2:42][CH2:43][N:44]1[CH2:49][CH2:48][O:47][CH2:46][CH2:45]1.C([O-])([O-])=O.[K+].[K+]. The catalyst is CN(C=O)C. The product is [CH2:1]([O:8][C:9]1[C:13]([O:14][CH2:15][C:16]2[CH:21]=[CH:20][CH:19]=[CH:18][CH:17]=2)=[C:12]([C:22](=[O:26])[N:23]([CH3:25])[CH3:24])[N:11]([C:27]2[CH:32]=[CH:31][C:30]([O:33][CH2:41][CH2:42][CH2:43][N:44]3[CH2:49][CH2:48][O:47][CH2:46][CH2:45]3)=[CH:29][CH:28]=2)[C:10]=1[C:34]([O:36][CH2:37][CH3:38])=[O:35])[C:2]1[CH:7]=[CH:6][CH:5]=[CH:4][CH:3]=1. The yield is 0.570. (7) The reactants are [CH2:1]([S:4][C:5]1[CH:10]=[CH:9][CH:8]=[CH:7][CH:6]=1)[CH:2]=[CH2:3].N1C(=O)NC(=O)NC1=[O:13].C1(C)C=CC=CC=1.Cl[O-].[Na+].[OH2:30]. No catalyst specified. The product is [CH2:1]([S:4]([C:5]1[CH:10]=[CH:9][CH:8]=[CH:7][CH:6]=1)(=[O:13])=[O:30])[CH:2]=[CH2:3]. The yield is 0.480.